Task: Predict the reactants needed to synthesize the given product.. Dataset: Full USPTO retrosynthesis dataset with 1.9M reactions from patents (1976-2016) (1) Given the product [C:1]([NH:4][C@H:5]([CH2:11][C:12]1[CH:13]=[N:14][CH:15]=[CH:16][CH:17]=1)[C:6]([O:8][CH2:9][CH3:10])=[O:7])(=[O:3])[CH3:2], predict the reactants needed to synthesize it. The reactants are: [C:1]([NH:4][CH:5]([CH2:11][C:12]1[CH:13]=[N:14][CH:15]=[CH:16][CH:17]=1)[C:6]([O:8][CH2:9][CH3:10])=[O:7])(=[O:3])[CH3:2].O.[Cl-].[K+].[OH-].[K+]. (2) Given the product [CH2:21]([N:4]([CH2:1][CH2:2][CH3:3])[CH2:5][CH2:6][CH2:7][CH2:8][N:9]1[CH2:18][CH2:17][C:16]2[C:11](=[CH:12][CH:13]=[C:14]([CH:19]=[O:20])[CH:15]=2)[CH2:10]1)[CH2:22][CH3:23], predict the reactants needed to synthesize it. The reactants are: [CH2:1]([N:4]([CH2:21][CH2:22][CH3:23])[CH2:5][CH2:6][CH2:7][CH2:8][N:9]1[CH2:18][CH2:17][C:16]2[C:11](=[CH:12][CH:13]=[C:14]([CH2:19][OH:20])[CH:15]=2)[CH2:10]1)[CH2:2][CH3:3].C(N(CC)CC)C.O. (3) Given the product [CH3:1][O:2][C:3]([C:5]1[C:15]2[O:14][CH2:13][CH2:12][CH2:11][O:10][C:9]=2[CH:8]=[C:7]([NH2:16])[CH:6]=1)=[O:4], predict the reactants needed to synthesize it. The reactants are: [CH3:1][O:2][C:3]([C:5]1[C:15]2[O:14][CH2:13][CH2:12][CH2:11][O:10][C:9]=2[CH:8]=[C:7]([N+:16]([O-])=O)[CH:6]=1)=[O:4].Cl[Sn]Cl.C([O-])(O)=O.[Na+]. (4) Given the product [F:5][C:6]1[CH:11]=[CH:10][CH:9]=[CH:8][C:7]=1[NH:12][C:13]1[O:17][C:16]([C:18]([NH:20][C:21]2[CH:26]=[CH:25][C:24]([N:27]3[CH2:32][CH2:31][N:30]([C:2]([NH2:3])=[O:1])[CH2:29][CH2:28]3)=[N:23][CH:22]=2)=[O:19])=[N:15][N:14]=1, predict the reactants needed to synthesize it. The reactants are: [O-:1][C:2]#[N:3].[Na+].[F:5][C:6]1[CH:11]=[CH:10][CH:9]=[CH:8][C:7]=1[NH:12][C:13]1[O:17][C:16]([C:18]([NH:20][C:21]2[CH:22]=[N:23][C:24]([N:27]3[CH2:32][CH2:31][NH:30][CH2:29][CH2:28]3)=[CH:25][CH:26]=2)=[O:19])=[N:15][N:14]=1.C(O)(=O)C.O1CCOCC1. (5) Given the product [F:1][C:2]1[C:7]([O:8][CH2:29][CH2:28][CH2:27][CH2:26][CH:25]=[CH2:24])=[CH:6][CH:5]=[CH:4][C:3]=1[CH2:9][NH:10][C:11]([C:13]1[CH:14]=[C:15]2[C:20](=[CH:21][CH:22]=1)[N:19]=[CH:18][CH:17]=[CH:16]2)=[O:12], predict the reactants needed to synthesize it. The reactants are: [F:1][C:2]1[C:7]([OH:8])=[CH:6][CH:5]=[CH:4][C:3]=1[CH2:9][NH:10][C:11]([C:13]1[CH:14]=[C:15]2[C:20](=[CH:21][CH:22]=1)[N:19]=[CH:18][CH:17]=[CH:16]2)=[O:12].Br[CH2:24][CH2:25][CH2:26][CH2:27][CH:28]=[CH2:29].CN(C=O)C.C(=O)([O-])[O-].[Cs+].[Cs+]. (6) Given the product [CH2:26]([N:15]1[CH2:16][CH2:17][CH:12]([C:3]2[CH:4]=[CH:5][CH:6]=[C:7]([C:8]([F:9])([F:10])[F:11])[C:2]=2[F:1])[CH2:13][CH2:14]1)[CH:25]=[CH2:24], predict the reactants needed to synthesize it. The reactants are: [F:1][C:2]1[C:7]([C:8]([F:11])([F:10])[F:9])=[CH:6][CH:5]=[CH:4][C:3]=1[CH:12]1[CH2:17][CH2:16][NH:15][CH2:14][CH2:13]1.C(=O)([O-])[O-].[K+].[K+].[CH2:24](Br)[CH:25]=[CH2:26].Cl. (7) Given the product [Cl:1][C:2]1[CH:10]=[C:9]([C:42]#[C:41][CH2:40][N:39]([CH3:43])[C:37]([N:36]([CH3:44])[CH3:35])=[O:38])[C:5]2[O:6][CH2:7][O:8][C:4]=2[C:3]=1[NH:12][C:13]1[C:22]2[C:17](=[CH:18][C:19]([O:25][CH2:26][CH2:27][CH2:28][N:29]3[CH2:34][CH2:33][O:32][CH2:31][CH2:30]3)=[C:20]([O:23][CH3:24])[CH:21]=2)[N:16]=[CH:15][N:14]=1, predict the reactants needed to synthesize it. The reactants are: [Cl:1][C:2]1[CH:10]=[C:9](I)[C:5]2[O:6][CH2:7][O:8][C:4]=2[C:3]=1[NH:12][C:13]1[C:22]2[C:17](=[CH:18][C:19]([O:25][CH2:26][CH2:27][CH2:28][N:29]3[CH2:34][CH2:33][O:32][CH2:31][CH2:30]3)=[C:20]([O:23][CH3:24])[CH:21]=2)[N:16]=[CH:15][N:14]=1.[CH3:35][N:36]([CH3:44])[C:37]([N:39]([CH3:43])[CH2:40][C:41]#[CH:42])=[O:38].C(NC(C)C)(C)C.